Dataset: Reaction yield outcomes from USPTO patents with 853,638 reactions. Task: Predict the reaction yield, written as a fraction of the theoretical maximum amount of product (1.0 means a 100% yield; for example, 0.34 means a 34% yield). (1) The reactants are [I:1][C:2]1[CH:8]=[CH:7][C:5]([NH2:6])=[CH:4][CH:3]=1.[F:9][C:10]1[CH:15]=[CH:14][C:13]([C:16]([F:19])([F:18])[F:17])=[CH:12][C:11]=1[N:20]=[C:21]=[O:22].CCCCCC. The yield is 0.820. The product is [F:9][C:10]1[CH:15]=[CH:14][C:13]([C:16]([F:19])([F:18])[F:17])=[CH:12][C:11]=1[NH:20][C:21]([NH:6][C:5]1[CH:7]=[CH:8][C:2]([I:1])=[CH:3][CH:4]=1)=[O:22]. The catalyst is ClCCCl. (2) The reactants are C[O:2][C:3]([C:5]1([C:9]2[CH:14]=[CH:13][C:12]([NH:15][C:16]3[N:21]=[C:20]([C:22]4[CH:23]=[N:24][N:25]([CH3:27])[CH:26]=4)[CH:19]=[C:18]([N:28]4[CH2:33][CH2:32][O:31][CH2:30][CH2:29]4)[N:17]=3)=[CH:11][CH:10]=2)[CH2:8][CH2:7][CH2:6]1)=[O:4].[OH-].[Na+].O. The catalyst is CO. The product is [CH3:27][N:25]1[CH:26]=[C:22]([C:20]2[CH:19]=[C:18]([N:28]3[CH2:33][CH2:32][O:31][CH2:30][CH2:29]3)[N:17]=[C:16]([NH:15][C:12]3[CH:13]=[CH:14][C:9]([C:5]4([C:3]([OH:4])=[O:2])[CH2:8][CH2:7][CH2:6]4)=[CH:10][CH:11]=3)[N:21]=2)[CH:23]=[N:24]1. The yield is 0.950. (3) The reactants are C([O:3][C:4]([C:6]1[C:15](=[O:16])[C:14]2[C:9](=[C:10]([I:17])[CH:11]=[CH:12][CH:13]=2)[NH:8][CH:7]=1)=[O:5])C.Cl. The catalyst is [OH-].[Na+].O. The product is [I:17][C:10]1[CH:11]=[CH:12][CH:13]=[C:14]2[C:9]=1[NH:8][CH:7]=[C:6]([C:4]([OH:5])=[O:3])[C:15]2=[O:16]. The yield is 0.816. (4) The reactants are [CH3:1][C:2]1[C:7]([CH3:8])=[CH:6][CH:5]=[CH:4][C:3]=1[N:9]1[CH2:14][CH2:13][N:12]([CH2:15][CH2:16][NH2:17])[CH2:11][CH2:10]1.[C:18]1([N:24]2[C:28]([C:29]3[CH:34]=[CH:33][CH:32]=[CH:31][CH:30]=3)=[CH:27][C:26]([CH:35]=O)=[N:25]2)[CH:23]=[CH:22][CH:21]=[CH:20][CH:19]=1. No catalyst specified. The product is [CH3:1][C:2]1[C:7]([CH3:8])=[CH:6][CH:5]=[CH:4][C:3]=1[N:9]1[CH2:10][CH2:11][N:12]([CH2:15][CH2:16][NH:17][CH2:35][C:26]2[CH:27]=[C:28]([C:29]3[CH:34]=[CH:33][CH:32]=[CH:31][CH:30]=3)[N:24]([C:18]3[CH:23]=[CH:22][CH:21]=[CH:20][CH:19]=3)[N:25]=2)[CH2:13][CH2:14]1. The yield is 0.729. (5) The reactants are [CH3:1][N:2]([CH3:14])[C:3]([N:5]1[CH2:9][CH:8]2[CH2:10][C:11](=[CH2:13])[CH2:12][CH:7]2[CH2:6]1)=[O:4].C[Si]([C:19]#[N:20])(C)C.C(=O)([O-])[O-].[Na+].[Na+]. The catalyst is ClCCl.Cl([O-])(=O)(=O)=O.[Ag+]. The product is [CH3:1][N:2]([CH3:14])[C:3]([N:5]1[CH2:9][CH:8]2[CH2:10][C:11]([N+:20]#[C-:19])([CH3:13])[CH2:12][CH:7]2[CH2:6]1)=[O:4]. The yield is 0.181.